Dataset: Catalyst prediction with 721,799 reactions and 888 catalyst types from USPTO. Task: Predict which catalyst facilitates the given reaction. (1) Reactant: [OH:1][C:2]1[CH:7]=[CH:6][C:5]([CH2:8][CH2:9][CH:10]([CH2:15][CH2:16][CH2:17][C:18]2[CH:23]=[CH:22][CH:21]=[CH:20][CH:19]=2)[C:11]([O:13][CH3:14])=[O:12])=[CH:4][CH:3]=1.N1C=CC=CC=1.[F:30][C:31]1[CH:36]=[CH:35][C:34](B(O)O)=[CH:33][CH:32]=1.O. Product: [F:30][C:31]1[CH:36]=[CH:35][C:34]([O:1][C:2]2[CH:3]=[CH:4][C:5]([CH2:8][CH2:9][CH:10]([CH2:15][CH2:16][CH2:17][C:18]3[CH:19]=[CH:20][CH:21]=[CH:22][CH:23]=3)[C:11]([O:13][CH3:14])=[O:12])=[CH:6][CH:7]=2)=[CH:33][CH:32]=1. The catalyst class is: 749. (2) Reactant: [CH3:1][O:2][C:3]1[CH:12]=[C:11]([O:13][CH3:14])[CH:10]=[C:9](/[CH:15]=[CH:16]/[C:17]2[CH:22]=[CH:21][CH:20]=[CH:19][CH:18]=2)[C:4]=1[C:5]([O:7][CH3:8])=[O:6].[Br:23]Br. Product: [CH3:1][O:2][C:3]1[CH:12]=[C:11]([O:13][CH3:14])[C:10]([Br:23])=[C:9](/[CH:15]=[CH:16]/[C:17]2[CH:18]=[CH:19][CH:20]=[CH:21][CH:22]=2)[C:4]=1[C:5]([O:7][CH3:8])=[O:6]. The catalyst class is: 2. (3) The catalyst class is: 62. Reactant: [CH3:1][O:2][C:3](=[O:21])[NH:4][CH2:5][CH2:6][CH2:7][N:8]1[C:12]2=[N:13][C:14](Cl)=[CH:15][N:16]=[C:11]2[C:10]([C:18](=[O:20])[CH3:19])=[CH:9]1.[CH3:22]B1OB(C)OB(C)O1.C1(P(C2CCCCC2)C2C=CC=CC=2C2C(C(C)C)=CC(C(C)C)=CC=2C(C)C)CCCCC1.O. Product: [C:18]([C:10]1[C:11]2[C:12](=[N:13][C:14]([CH3:22])=[CH:15][N:16]=2)[N:8]([CH2:7][CH2:6][CH2:5][NH:4][C:3](=[O:21])[O:2][CH3:1])[CH:9]=1)(=[O:20])[CH3:19].